This data is from Full USPTO retrosynthesis dataset with 1.9M reactions from patents (1976-2016). The task is: Predict the reactants needed to synthesize the given product. (1) Given the product [CH2:1]([O:8][C:9]1[C:13]([CH2:14][CH2:15][C:16]([O:18][CH2:19][CH3:20])=[O:17])=[CH:12][N:11]([C:21]2[CH:22]=[CH:23][CH:24]=[CH:25][CH:26]=2)[N:10]=1)[C:2]1[CH:3]=[CH:4][CH:5]=[CH:6][CH:7]=1, predict the reactants needed to synthesize it. The reactants are: [CH2:1]([O:8][C:9]1[C:13](/[CH:14]=[CH:15]/[C:16]([O:18][CH2:19][CH3:20])=[O:17])=[CH:12][N:11]([C:21]2[CH:26]=[CH:25][CH:24]=[CH:23][CH:22]=2)[N:10]=1)[C:2]1[CH:7]=[CH:6][CH:5]=[CH:4][CH:3]=1. (2) Given the product [C:24]([C:2]1[CH:3]=[C:4]([CH:8]=[C:9]([N+:11]([O-:13])=[O:12])[CH:10]=1)[C:5]([OH:7])=[O:6])#[N:25], predict the reactants needed to synthesize it. The reactants are: N[C:2]1[CH:3]=[C:4]([CH:8]=[C:9]([N+:11]([O-:13])=[O:12])[CH:10]=1)[C:5]([OH:7])=[O:6].N([O-])=O.[Na+].C([O-])([O-])=O.[Na+].[Na+].[C-:24]#[N:25].[K+]. (3) The reactants are: Cl[CH2:2][C:3]1[S:4][CH:5]=[CH:6][C:7]=1[S:8]([N:11]([CH3:26])[C:12]1[CH:13]=[CH:14][CH:15]=[C:16]2[C:20]=1[NH:19][C:18]([C:21]1[S:22][CH:23]=[CH:24][N:25]=1)=[CH:17]2)(=[O:10])=[O:9].[CH3:27][S-:28].[Na+]. Given the product [CH3:26][N:11]([C:12]1[CH:13]=[CH:14][CH:15]=[C:16]2[C:20]=1[NH:19][C:18]([C:21]1[S:22][CH:23]=[CH:24][N:25]=1)=[CH:17]2)[S:8]([C:7]1[CH:6]=[CH:5][S:4][C:3]=1[CH2:2][S:28][CH3:27])(=[O:10])=[O:9], predict the reactants needed to synthesize it. (4) The reactants are: [Br:1][C:2]1[CH:3]=[C:4]([CH:8]2[CH2:13][CH2:12][N:11](C(OCC[Si](C)(C)C)=O)[CH2:10][CH:9]2[O:23]C(OCC[Si](C)(C)C)=O)[CH:5]=[CH:6][CH:7]=1.[F-].C([N+](CCCC)(CCCC)CCCC)CCC. Given the product [Br:1][C:2]1[CH:3]=[C:4]([CH:8]2[CH2:13][CH2:12][NH:11][CH2:10][CH:9]2[OH:23])[CH:5]=[CH:6][CH:7]=1, predict the reactants needed to synthesize it. (5) The reactants are: C1(P(C2C=CC=CC=2)C2C=CC=CC=2)C=CC=CC=1.O[C:21]1[CH:30]=[C:29]2[C:24]([C:25](=[O:39])[N:26](COC(=O)C(C)(C)C)C=[N:28]2)=[CH:23][C:22]=1OC.[C:42](OC(N1C[CH2:44][CH:42]([CH2:45]O)[CH2:43]C1)=O)([CH3:45])([CH3:44])[CH3:43].N([C:64]([O:66][CH2:67][CH3:68])=[O:65])=N[C:64]([O:66][CH2:67][CH3:68])=[O:65]. Given the product [C:64]([O:66][CH2:67][C:68]1[NH:26][C:25](=[O:39])[C:24]2[C:29](=[CH:30][CH:21]=[CH:22][CH:23]=2)[N:28]=1)(=[O:65])[C:42]([CH3:45])([CH3:44])[CH3:43], predict the reactants needed to synthesize it. (6) Given the product [CH3:2][C@@H:3]1[C:12]2[CH2:11][O:10][B:9]3[O:13][C@H:14]([CH2:16][NH2:17])[CH:15]=[C:7]([C:8]=23)[CH:6]=[CH:5][O:4]1, predict the reactants needed to synthesize it. The reactants are: Cl.[CH3:2][C@@H:3]1[C:12]2[CH2:11][O:10][B:9]3[O:13][C@H:14]([CH2:16][NH2:17])[CH:15]=[C:7]([C:8]=23)[CH:6]=[CH:5][O:4]1.